Dataset: Forward reaction prediction with 1.9M reactions from USPTO patents (1976-2016). Task: Predict the product of the given reaction. (1) Given the reactants [OH:1][CH:2]([CH2:9][C:10]([O:12][CH2:13][C:14]#[CH:15])=[O:11])[C:3]([O:5][CH2:6][C:7]#[CH:8])=[O:4].[CH3:16][S:17](Cl)(=[O:19])=[O:18].C(OCC)(=O)C.C(N(CC)CC)C, predict the reaction product. The product is: [CH3:16][S:17]([O:1][CH:2]([CH2:9][C:10]([O:12][CH2:13][C:14]#[CH:15])=[O:11])[C:3]([O:5][CH2:6][C:7]#[CH:8])=[O:4])(=[O:19])=[O:18]. (2) Given the reactants [F:1][C:2]1[CH:3]=[C:4]([CH:33]=[CH:34][C:35]=1[F:36])[CH2:5][NH:6][C:7]([C:9]1[C:17]2[C:12](=[CH:13][CH:14]=[C:15]([O:18]CC3C=CC=CC=3)[CH:16]=2)[N:11]([C:26]2[CH:31]=[CH:30][CH:29]=[CH:28][CH:27]=2)[C:10]=1[CH3:32])=[O:8], predict the reaction product. The product is: [F:1][C:2]1[CH:3]=[C:4]([CH:33]=[CH:34][C:35]=1[F:36])[CH2:5][NH:6][C:7]([C:9]1[C:17]2[C:12](=[CH:13][CH:14]=[C:15]([OH:18])[CH:16]=2)[N:11]([C:26]2[CH:31]=[CH:30][CH:29]=[CH:28][CH:27]=2)[C:10]=1[CH3:32])=[O:8].